From a dataset of Full USPTO retrosynthesis dataset with 1.9M reactions from patents (1976-2016). Predict the reactants needed to synthesize the given product. Given the product [C:17]1([C:7]([C:1]2[CH:2]=[CH:3][CH:4]=[CH:5][CH:6]=2)=[N:8][N:9]([CH2:29][CH2:28][C:27]2[CH:31]=[CH:32][C:24]([F:23])=[CH:25][CH:26]=2)[C:10]2[CH:11]=[CH:12][C:13]([CH3:16])=[CH:14][CH:15]=2)[CH:22]=[CH:21][CH:20]=[CH:19][CH:18]=1, predict the reactants needed to synthesize it. The reactants are: [C:1]1([C:7]([C:17]2[CH:22]=[CH:21][CH:20]=[CH:19][CH:18]=2)=[N:8][NH:9][C:10]2[CH:15]=[CH:14][C:13]([CH3:16])=[CH:12][CH:11]=2)[CH:6]=[CH:5][CH:4]=[CH:3][CH:2]=1.[F:23][C:24]1[CH:32]=[CH:31][C:27]([CH2:28][CH2:29]Br)=[CH:26][CH:25]=1.